Task: Predict the product of the given reaction.. Dataset: Forward reaction prediction with 1.9M reactions from USPTO patents (1976-2016) (1) Given the reactants [C:1]([N:4]([CH2:20][C:21]1[CH:26]=[C:25]([C:27]([F:30])([F:29])[F:28])[CH:24]=[C:23]([C:31]([F:34])([F:33])[F:32])[CH:22]=1)[CH:5]1[CH2:11][CH2:10][CH2:9][N:8]([C:12](Cl)=[O:13])[C:7]2[CH:15]=[C:16]([Cl:19])[CH:17]=[CH:18][C:6]1=2)(=[O:3])[CH3:2].O.[NH2:36][NH2:37].CCOC(C)=O, predict the reaction product. The product is: [F:33][C:31]([F:32])([F:34])[C:23]1[CH:22]=[C:21]([CH:26]=[C:25]([C:27]([F:29])([F:30])[F:28])[CH:24]=1)[CH2:20][N:4]([CH:5]1[CH2:11][CH2:10][CH2:9][N:8]([C:12]([NH:36][NH2:37])=[O:13])[C:7]2[CH:15]=[C:16]([Cl:19])[CH:17]=[CH:18][C:6]1=2)[C:1](=[O:3])[CH3:2]. (2) Given the reactants [CH2:1]([C@@H:8]1[NH:12][C:11]2([CH2:17][CH2:16][N:15]([C:18](=[O:24])[CH:19]([CH2:22][CH3:23])[CH2:20][CH3:21])[CH2:14][CH2:13]2)[NH:10][C:9]1=[O:25])[C:2]1[CH:7]=[CH:6][CH:5]=[CH:4][CH:3]=1.O.C[Si]([Cl:31])(C)C, predict the reaction product. The product is: [ClH:31].[CH2:1]([C@@H:8]1[NH:12][C:11]2([CH2:17][CH2:16][N:15]([C:18](=[O:24])[CH:19]([CH2:20][CH3:21])[CH2:22][CH3:23])[CH2:14][CH2:13]2)[NH:10][C:9]1=[O:25])[C:2]1[CH:7]=[CH:6][CH:5]=[CH:4][CH:3]=1. (3) Given the reactants [CH2:1]([O:8][C:9](=[O:31])[NH:10][C@@H:11]1[C:14](=[O:15])[N:13]([CH2:16][C:17]2[CH:22]=[CH:21][C:20]([O:23][CH3:24])=[CH:19][C:18]=2[O:25][CH3:26])[C@@H:12]1/[CH:27]=[CH:28]/[O:29]C)[C:2]1[CH:7]=[CH:6][CH:5]=[CH:4][CH:3]=1.Cl, predict the reaction product. The product is: [CH2:1]([O:8][C:9](=[O:31])[NH:10][C@H:11]1[C@@H:12]([CH2:27][CH:28]=[O:29])[N:13]([CH2:16][C:17]2[CH:22]=[CH:21][C:20]([O:23][CH3:24])=[CH:19][C:18]=2[O:25][CH3:26])[C:14]1=[O:15])[C:2]1[CH:7]=[CH:6][CH:5]=[CH:4][CH:3]=1. (4) Given the reactants C(O)(C(F)(F)F)=O.[C:8]([N:11]([CH2:40][CH2:41][N:42]([CH3:44])[CH3:43])[C:12]1[CH:39]=[CH:38][C:15]([C:16]([NH:18][C:19]2[CH:24]=[C:23]([C:25]3[S:26][CH:27]=[CH:28][CH:29]=3)[CH:22]=[CH:21][C:20]=2[NH:30]C(=O)OC(C)(C)C)=[O:17])=[CH:14][CH:13]=1)(=[O:10])[CH3:9], predict the reaction product. The product is: [C:8]([N:11]([CH2:40][CH2:41][N:42]([CH3:43])[CH3:44])[C:12]1[CH:39]=[CH:38][C:15]([C:16]([NH:18][C:19]2[CH:24]=[C:23]([C:25]3[S:26][CH:27]=[CH:28][CH:29]=3)[CH:22]=[CH:21][C:20]=2[NH2:30])=[O:17])=[CH:14][CH:13]=1)(=[O:10])[CH3:9].